This data is from Full USPTO retrosynthesis dataset with 1.9M reactions from patents (1976-2016). The task is: Predict the reactants needed to synthesize the given product. (1) Given the product [O:1]=[C:2]1[C@H:13]([CH2:14][C:15]([NH:51][CH2:50][CH:47]2[CH2:48][CH2:49][N:44]([CH3:43])[CH2:45][CH2:46]2)=[O:17])[CH2:12][CH:11]=[CH:10][CH2:9][CH2:8][C:7](=[O:22])[O:6][C@H:5]([C:23]2[CH:24]=[CH:25][CH:26]=[CH:27][CH:28]=2)[CH2:4][NH:3]1, predict the reactants needed to synthesize it. The reactants are: [O:1]=[C:2]1[C@H:13]([CH2:14][C:15]([O:17]C(C)(C)C)=O)[CH2:12][CH:11]=[CH:10][CH2:9][CH2:8][C:7](=[O:22])[O:6][C@H:5]([C:23]2[CH:28]=[CH:27][CH:26]=[CH:25][CH:24]=2)[CH2:4][NH:3]1.C([SiH](CC)CC)C.FC(F)(F)C(O)=O.[CH3:43][N:44]1[CH2:49][CH2:48][CH:47]([CH2:50][NH2:51])[CH2:46][CH2:45]1. (2) Given the product [Cl:1][C:2]1[C:3]([N:8]2[C:12]([C:13]([NH:14][C:15]3[C:23]([CH3:24])=[CH:22][C:21]([C:25]#[N:26])=[CH:20][C:16]=3[C:17]([NH:36][CH2:35][CH:32]3[CH2:34][CH2:33]3)=[O:19])=[O:18])=[CH:11][C:10]([C:27]([F:28])([F:30])[F:29])=[N:9]2)=[N:4][CH:5]=[CH:6][CH:7]=1, predict the reactants needed to synthesize it. The reactants are: [Cl:1][C:2]1[C:3]([N:8]2[C:12]([C:13]3[O:18][C:17](=[O:19])[C:16]4[CH:20]=[C:21]([C:25]#[N:26])[CH:22]=[C:23]([CH3:24])[C:15]=4[N:14]=3)=[CH:11][C:10]([C:27]([F:30])([F:29])[F:28])=[N:9]2)=[N:4][CH:5]=[CH:6][CH:7]=1.Cl.[CH:32]1([CH2:35][NH2:36])[CH2:34][CH2:33]1.C(N(CC)CC)C.O. (3) Given the product [Cl:16][C:7]1[C:6]([C:11]([F:14])([F:13])[F:12])=[CH:5][C:4]([N+:1]([O-:3])=[O:2])=[CH:9][N:8]=1, predict the reactants needed to synthesize it. The reactants are: [N+:1]([C:4]1[CH:5]=[C:6]([C:11]([F:14])([F:13])[F:12])[C:7](O)=[N:8][CH:9]=1)([O-:3])=[O:2].P(Cl)(Cl)(Cl)(Cl)[Cl:16].P(Cl)(Cl)(Cl)=O. (4) The reactants are: [CH:1]([C:4]1[NH:5][CH:6]=[CH:7][N:8]=1)([CH3:3])[CH3:2].[N:9]([CH2:12][Si:13]([O:17][CH3:18])([O:15][CH3:16])[CH3:14])=[C:10]=[O:11]. Given the product [CH:1]([C:4]1[N:5]([C:10](=[O:11])[NH:9][CH2:12][Si:13]([O:17][CH3:18])([O:15][CH3:16])[CH3:14])[CH:6]=[CH:7][N:8]=1)([CH3:3])[CH3:2], predict the reactants needed to synthesize it. (5) Given the product [F:1][C:2]1[C:7]([O:8][CH3:9])=[CH:6][C:5]([O:10][CH3:11])=[C:4]([F:12])[C:3]=1[C:13]1[N:18]=[C:17]2[NH:19][N:20]=[C:21]([C:31]3[CH:32]=[C:33]4[C:28](=[CH:29][CH:30]=3)[C:27](=[O:44])[N:26]([CH2:25][CH:24]([OH:23])[CH3:45])[CH2:34]4)[C:16]2=[CH:15][N:14]=1, predict the reactants needed to synthesize it. The reactants are: [F:1][C:2]1[C:7]([O:8][CH3:9])=[CH:6][C:5]([O:10][CH3:11])=[C:4]([F:12])[C:3]=1[C:13]1[N:18]=[C:17]2[NH:19][N:20]=[C:21](I)[C:16]2=[CH:15][N:14]=1.[OH:23][CH:24]([CH3:45])[CH2:25][N:26]1[CH2:34][C:33]2[C:28](=[CH:29][CH:30]=[C:31](B3OC(C)(C)C(C)(C)O3)[CH:32]=2)[C:27]1=[O:44].